Predict which catalyst facilitates the given reaction. From a dataset of Catalyst prediction with 721,799 reactions and 888 catalyst types from USPTO. (1) Product: [CH2:23]([N:22]([CH3:21])[C:2]1[CH:20]=[CH:19][C:5]2[C:6]3[N:11]([CH:12]([CH3:14])[CH2:13][C:4]=2[CH:3]=1)[CH:10]=[C:9]([C:15]([OH:17])=[O:16])[C:8](=[O:18])[CH:7]=3)[C:24]1[CH:29]=[CH:28][CH:27]=[CH:26][CH:25]=1. The catalyst class is: 156. Reactant: Br[C:2]1[CH:20]=[CH:19][C:5]2[C:6]3[N:11]([CH:12]([CH3:14])[CH2:13][C:4]=2[CH:3]=1)[CH:10]=[C:9]([C:15]([OH:17])=[O:16])[C:8](=[O:18])[CH:7]=3.[CH3:21][NH:22][CH2:23][C:24]1[CH:29]=[CH:28][CH:27]=[CH:26][CH:25]=1.C([O-])([O-])=O.[K+].[K+].N1CCC[C@H]1C(O)=O. (2) Reactant: C(Cl)(=O)C(Cl)=O.CS(C)=O.[Br:11][C:12]1[CH:17]=[CH:16][C:15]([C@:18]2([C:37]([F:40])([F:39])[F:38])[C:28]#[C:27][CH2:26][CH2:25][CH2:24][C@@H:23]([CH2:29][OH:30])[NH:22][C:21](=[O:31])[C@H:20]([CH2:32][C:33]([F:36])([CH3:35])[CH3:34])[NH:19]2)=[CH:14][CH:13]=1.C(N(CC)CC)C. Product: [Br:11][C:12]1[CH:17]=[CH:16][C:15]([C@@:18]2([C:37]([F:39])([F:38])[F:40])[NH:19][C@@H:20]([CH2:32][C:33]([F:36])([CH3:35])[CH3:34])[C:21](=[O:31])[NH:22][C@H:23]([CH:29]=[O:30])[CH2:24][CH2:25][CH2:26][C:27]#[C:28]2)=[CH:14][CH:13]=1. The catalyst class is: 4. (3) Reactant: [CH3:1][C:2]1[N:7]=[C:6]2[S:8][C:9]3[CH2:14][CH2:13][CH2:12][CH2:11][C:10]=3[C:5]2=[C:4]([C:15]2[CH:20]=[CH:19][C:18]([CH3:21])=[CH:17][CH:16]=2)[C:3]=1[CH2:22][C:23]([O:25][CH3:26])=[O:24].[Li+].C[Si]([N-][Si](C)(C)C)(C)C.[CH2:37]1[CH2:41]O[CH2:39][CH2:38]1.IC(CC)C. Product: [CH3:1][C:2]1[N:7]=[C:6]2[S:8][C:9]3[CH2:14][CH2:13][CH2:12][CH2:11][C:10]=3[C:5]2=[C:4]([C:15]2[CH:16]=[CH:17][C:18]([CH3:21])=[CH:19][CH:20]=2)[C:3]=1[CH:22]([CH:37]([CH3:41])[CH2:38][CH3:39])[C:23]([O:25][CH3:26])=[O:24]. The catalyst class is: 3. (4) Reactant: [OH:1][CH:2]1[CH2:5][C:4]([CH2:28][C:29]#[N:30])([N:6]2[CH:10]=[C:9]([C:11]3[C:12]4[CH:19]=[CH:18][N:17]([CH2:20][O:21][CH2:22][CH2:23][Si:24]([CH3:27])([CH3:26])[CH3:25])[C:13]=4[N:14]=[CH:15][N:16]=3)[CH:8]=[N:7]2)[CH2:3]1.CC(OI1(OC(C)=O)(OC(C)=O)OC(=O)C2C=CC=CC1=2)=O.[OH-].[Na+]. Product: [O:1]=[C:2]1[CH2:3][C:4]([CH2:28][C:29]#[N:30])([N:6]2[CH:10]=[C:9]([C:11]3[C:12]4[CH:19]=[CH:18][N:17]([CH2:20][O:21][CH2:22][CH2:23][Si:24]([CH3:25])([CH3:27])[CH3:26])[C:13]=4[N:14]=[CH:15][N:16]=3)[CH:8]=[N:7]2)[CH2:5]1. The catalyst class is: 2. (5) Reactant: [CH3:1][C:2]1([CH3:18])[C:6]([CH3:8])([CH3:7])[O:5][B:4]([C:9]2[CH:10]=[C:11]3[CH:17]=[CH:16][NH:15][C:12]3=[N:13][CH:14]=2)[O:3]1.[H-].[Na+].IC.[CH3:23]COC(C)=O. Product: [CH3:23][N:15]1[C:12]2=[N:13][CH:14]=[C:9]([B:4]3[O:3][C:2]([CH3:18])([CH3:1])[C:6]([CH3:7])([CH3:8])[O:5]3)[CH:10]=[C:11]2[CH:17]=[CH:16]1. The catalyst class is: 18.